From a dataset of Full USPTO retrosynthesis dataset with 1.9M reactions from patents (1976-2016). Predict the reactants needed to synthesize the given product. (1) Given the product [CH3:1][N+:2]1([CH3:26])[C@@H:3]2[C@@H:9]3[O:10][C@@H:8]3[C@H:7]1[CH2:6][C@@H:5]([O:11][C:12]([C:14]([OH:25])([C:15]1[S:19][CH:18]=[CH:17][CH:16]=1)[C:20]1[S:24][CH:23]=[CH:22][CH:21]=1)=[O:13])[CH2:4]2.[I-:30], predict the reactants needed to synthesize it. The reactants are: [CH3:1][N:2]1[C@@H:7]2[C@@H:8]3[O:10][C@@H:9]3[C@H:3]1[CH2:4][CH:5]([O:11][C:12]([C:14]([OH:25])([C:20]1[S:24][CH:23]=[CH:22][CH:21]=1)[C:15]1[S:19][CH:18]=[CH:17][CH:16]=1)=[O:13])[CH2:6]2.[C:26](#N)C.C[I:30]. (2) The reactants are: [Cl:1][C:2]1[N:7]=[C:6]([NH2:8])[C:5]([NH2:9])=[CH:4][CH:3]=1.S(=O)(=O)(O)O.[N:15]([O-])=O.[Na+]. Given the product [Cl:1][C:2]1[N:7]=[C:6]2[N:8]=[N:15][NH:9][C:5]2=[CH:4][CH:3]=1, predict the reactants needed to synthesize it. (3) Given the product [C:1]([O:5][C:6](=[O:7])[CH2:8][CH:9]1[CH2:10][CH:11]([CH2:17][CH2:18][N:19]2[C:20]([CH:40]([CH3:41])[CH3:42])=[C:21]([C:37](=[O:39])[NH:60][C:61]3[CH:66]=[CH:65][CH:64]=[CH:63][CH:62]=3)[C:22]([C:31]3[CH:36]=[CH:35][CH:34]=[CH:33][CH:32]=3)=[C:23]2[C:24]2[CH:25]=[CH:26][C:27]([F:30])=[CH:28][CH:29]=2)[O:12][C:13]([CH3:15])([CH3:16])[O:14]1)([CH3:3])([CH3:4])[CH3:2], predict the reactants needed to synthesize it. The reactants are: [C:1]([O:5][C:6]([CH2:8][CH:9]1[O:14][C:13]([CH3:16])([CH3:15])[O:12][CH:11]([CH2:17][CH2:18][N:19]2[C:23]([C:24]3[CH:29]=[CH:28][C:27]([F:30])=[CH:26][CH:25]=3)=[C:22]([C:31]3[CH:36]=[CH:35][CH:34]=[CH:33][CH:32]=3)[C:21]([C:37]([OH:39])=O)=[C:20]2[CH:40]([CH3:42])[CH3:41])[CH2:10]1)=[O:7])([CH3:4])([CH3:3])[CH3:2].C(Cl)(=O)C(Cl)=O.P(Cl)(Cl)(Cl)(Cl)Cl.S(Cl)(Cl)(=O)=O.[NH2:60][C:61]1[CH:66]=[CH:65][CH:64]=[CH:63][CH:62]=1. (4) Given the product [OH:25][CH:24]1[CH2:23][S:15][C:12]2=[C:11]([C:16]3[CH:21]=[CH:20][N:19]=[CH:18][CH:17]=3)[C:10]([C:6]3[CH:7]=[CH:8][CH:9]=[C:4]([N+:1]([O-:3])=[O:2])[CH:5]=3)=[N:14][N:13]12, predict the reactants needed to synthesize it. The reactants are: [N+:1]([C:4]1[CH:5]=[C:6]([C:10]2[C:11]([C:16]3[CH:21]=[CH:20][N:19]=[CH:18][CH:17]=3)=[C:12]([SH:15])[NH:13][N:14]=2)[CH:7]=[CH:8][CH:9]=1)([O-:3])=[O:2].Cl[CH2:23][CH:24]=[O:25]. (5) Given the product [NH2:30][C:10]1[N:9]=[C:8]([O:7][C@@H:3]([CH3:2])[CH2:4][CH2:5][CH3:6])[N:16]=[C:15]2[C:11]=1[NH:12][C:13](=[O:28])[N:14]2[CH2:17][CH2:18][CH2:19][CH2:20][CH2:21][N:22]1[CH2:23][CH2:24][CH2:25][CH2:26][CH2:27]1, predict the reactants needed to synthesize it. The reactants are: Cl.[CH3:2][C@H:3]([O:7][C:8]1[N:16]=[C:15]2[C:11]([N:12]=[C:13]([O:28]C)[N:14]2[CH2:17][CH2:18][CH2:19][CH2:20][CH2:21][N:22]2[CH2:27][CH2:26][CH2:25][CH2:24][CH2:23]2)=[C:10]([NH2:30])[N:9]=1)[CH2:4][CH2:5][CH3:6].